From a dataset of Catalyst prediction with 721,799 reactions and 888 catalyst types from USPTO. Predict which catalyst facilitates the given reaction. (1) Reactant: [C:1]([CH:3]([C:7]1[CH:12]=[CH:11][C:10]([O:13]COCCOC)=[CH:9][CH:8]=1)[CH2:4][CH2:5][OH:6])#N.S(=O)(=O)(O)[OH:21]. Product: [OH:13][C:10]1[CH:11]=[CH:12][C:7]([CH:3]2[CH2:4][CH2:5][O:6][C:1]2=[O:21])=[CH:8][CH:9]=1. The catalyst class is: 6. (2) Reactant: [C:1]([C:3](=[C:7]([S:10][CH3:11])SC)[C:4]([NH2:6])=[O:5])#[N:2].[CH3:12][CH:13]([N:15]1[CH2:20][CH2:19][N:18]([C:21]2[CH:27]=[CH:26][C:24]([NH2:25])=[CH:23][CH:22]=2)[CH2:17][CH2:16]1)[CH3:14]. Product: [C:1]([C:3](=[C:7]([NH:25][C:24]1[CH:23]=[CH:22][C:21]([N:18]2[CH2:17][CH2:16][N:15]([CH:13]([CH3:14])[CH3:12])[CH2:20][CH2:19]2)=[CH:27][CH:26]=1)[S:10][CH3:11])[C:4]([NH2:6])=[O:5])#[N:2]. The catalyst class is: 14.